Dataset: Full USPTO retrosynthesis dataset with 1.9M reactions from patents (1976-2016). Task: Predict the reactants needed to synthesize the given product. (1) Given the product [NH2:18][C:11]1[NH:12][C:13](=[O:17])[C:14]2[N:15]=[CH:16][N:8]([CH:5]3[O:4][CH:3]([CH:24]=[CH:25][P:26](=[O:27])([OH:29])[OH:28])[CH:2]([OH:1])[CH:6]3[OH:7])[C:9]=2[N:10]=1, predict the reactants needed to synthesize it. The reactants are: [OH:1][CH:2]1[CH:6]([OH:7])[CH:5]([N:8]2[CH:16]=[N:15][C:14]3[C:13](=[O:17])[NH:12][C:11]([NH:18]C(=O)C(C)C)=[N:10][C:9]2=3)[O:4][CH:3]1[CH:24]=[CH:25][P:26](=[O:29])([OH:28])[OH:27]. (2) Given the product [F:32][C:26]1[CH:27]=[CH:28][CH:29]=[C:30]([F:31])[C:25]=1[NH:24][C:22](=[O:23])[C:21]1[CH:33]=[C:17]([C:9]2[N:10]=[C:11]3[CH:16]=[CH:15][CH:14]=[CH:13][N:12]3[C:8]=2[C:6]2[CH:5]=[CH:4][N:3]=[C:2]([NH:41][C:40]3[CH:42]=[CH:43][C:44]([N:46]4[CH2:51][CH2:50][N:49]([CH2:52][CH2:53][O:54][CH3:55])[CH2:48][CH2:47]4)=[CH:45][C:39]=3[O:38][CH3:37])[N:7]=2)[CH:18]=[CH:19][C:20]=1[O:34][CH2:35][CH3:36], predict the reactants needed to synthesize it. The reactants are: Cl[C:2]1[N:7]=[C:6]([C:8]2[N:12]3[CH:13]=[CH:14][CH:15]=[CH:16][C:11]3=[N:10][C:9]=2[C:17]2[CH:18]=[CH:19][C:20]([O:34][CH2:35][CH3:36])=[C:21]([CH:33]=2)[C:22]([NH:24][C:25]2[C:30]([F:31])=[CH:29][CH:28]=[CH:27][C:26]=2[F:32])=[O:23])[CH:5]=[CH:4][N:3]=1.[CH3:37][O:38][C:39]1[CH:45]=[C:44]([N:46]2[CH2:51][CH2:50][N:49]([CH2:52][CH2:53][O:54][CH3:55])[CH2:48][CH2:47]2)[CH:43]=[CH:42][C:40]=1[NH2:41].C1(C)C=CC(S(O)(=O)=O)=CC=1.C(O)C(F)(F)F.N. (3) Given the product [C:12]([CH:13]([CH:1]([C:3]1[CH:10]=[CH:9][C:6]([C:7]#[N:8])=[CH:5][CH:4]=1)[CH2:30][C:22](=[O:27])[NH:36][C:35]1[CH:37]=[CH:38][CH:39]=[C:33]([C:32]([F:31])([F:40])[F:41])[CH:34]=1)[C:14]([O:16][CH2:17][CH:18]=[CH2:19])=[O:15])(=[O:11])[CH3:20], predict the reactants needed to synthesize it. The reactants are: [CH:1]([C:3]1[CH:10]=[CH:9][C:6]([C:7]#[N:8])=[CH:5][CH:4]=1)=O.[O:11]=[C:12]([CH3:20])[CH2:13][C:14]([O:16][CH2:17][CH:18]=[CH2:19])=[O:15].C[C:22]1([CH3:30])[O:27]C(=O)CC(=O)O1.[F:31][C:32]([F:41])([F:40])[C:33]1[CH:34]=[C:35]([CH:37]=[CH:38][CH:39]=1)[NH2:36].[F-].[K+]. (4) Given the product [Cl:17][C:10]1[C:9]([Cl:18])=[C:8]([C:5]2[CH:6]=[CH:7][C:2]([Cl:1])=[C:3]([O:20][CH3:21])[C:4]=2[F:19])[N:13]=[C:12]([C:14]([Cl:24])=[O:15])[CH:11]=1, predict the reactants needed to synthesize it. The reactants are: [Cl:1][C:2]1[CH:7]=[CH:6][C:5]([C:8]2[N:13]=[C:12]([C:14](O)=[O:15])[CH:11]=[C:10]([Cl:17])[C:9]=2[Cl:18])=[C:4]([F:19])[C:3]=1[O:20][CH3:21].S(Cl)([Cl:24])=O.C1(C)C=CC=CC=1. (5) Given the product [F:1][C:2]([F:39])([F:40])[C:3]1[CH:4]=[C:5]([CH:32]=[C:33]([C:35]([F:38])([F:37])[F:36])[CH:34]=1)[CH2:6][N:7]([CH2:10][C:11]1[CH:16]=[C:15]([C:17]([F:20])([F:19])[F:18])[CH:14]=[CH:13][C:12]=1[C:21]1[CH:26]=[C:25]([CH:27]([CH3:28])[CH3:29])[CH:24]=[CH:23][C:22]=1[O:30][CH3:31])[C:8]1[N:41]=[N:42][NH:43][N:9]=1, predict the reactants needed to synthesize it. The reactants are: [F:1][C:2]([F:40])([F:39])[C:3]1[CH:4]=[C:5]([CH:32]=[C:33]([C:35]([F:38])([F:37])[F:36])[CH:34]=1)[CH2:6][N:7]([CH2:10][C:11]1[CH:16]=[C:15]([C:17]([F:20])([F:19])[F:18])[CH:14]=[CH:13][C:12]=1[C:21]1[CH:26]=[C:25]([CH:27]([CH3:29])[CH3:28])[CH:24]=[CH:23][C:22]=1[O:30][CH3:31])[C:8]#[N:9].[N-:41]=[N+:42]=[N-:43].[Na+].[Cl-].[NH4+].C(O)(=O)CC(CC(O)=O)(C(O)=O)O. (6) Given the product [CH2:1]([N:3]([CH2:36][CH3:37])[CH2:4][CH2:5][CH2:6][NH:7][C:8]1[N:9]=[C:10]([C:27]2[CH:35]=[CH:34][C:30]([C:31]([NH:46][CH:47]([CH3:52])[CH3:48])=[O:32])=[CH:29][CH:28]=2)[C:11]2[CH:17]=[CH:16][C:15](=[O:18])[N:14]([C:19]3[C:20]([F:26])=[CH:21][CH:22]=[CH:23][C:24]=3[F:25])[C:12]=2[N:13]=1)[CH3:2], predict the reactants needed to synthesize it. The reactants are: [CH2:1]([N:3]([CH2:36][CH3:37])[CH2:4][CH2:5][CH2:6][NH:7][C:8]1[N:9]=[C:10]([C:27]2[CH:35]=[CH:34][C:30]([C:31](O)=[O:32])=[CH:29][CH:28]=2)[C:11]2[CH:17]=[CH:16][C:15](=[O:18])[N:14]([C:19]3[C:24]([F:25])=[CH:23][CH:22]=[CH:21][C:20]=3[F:26])[C:12]=2[N:13]=1)[CH3:2].CN(C(O[N:46]1N=N[C:48]2C=CC=[CH:52][C:47]1=2)=[N+](C)C)C.F[P-](F)(F)(F)(F)F.C(N(CC)CC)C.C(N)(C)C. (7) Given the product [Cl:1][C:2]1[CH:7]=[CH:6][C:5]([C:8]2[CH:13]=[N:12][N:11]3[C:14](=[O:17])[N:15]([CH2:26][C:27]([NH:29][C:30]4[CH:35]=[CH:34][C:33]([C:36]([F:37])([F:38])[F:39])=[CH:32][CH:31]=4)=[O:28])[N:16]=[C:10]3[C:9]=2[C:18]2[CH:23]=[CH:22][C:21]([Cl:24])=[CH:20][CH:19]=2)=[CH:4][CH:3]=1, predict the reactants needed to synthesize it. The reactants are: [Cl:1][C:2]1[CH:7]=[CH:6][C:5]([C:8]2[CH:13]=[N:12][N:11]3[C:14](=[O:17])[NH:15][N:16]=[C:10]3[C:9]=2[C:18]2[CH:23]=[CH:22][C:21]([Cl:24])=[CH:20][CH:19]=2)=[CH:4][CH:3]=1.Cl[CH2:26][C:27]([NH:29][C:30]1[CH:35]=[CH:34][C:33]([C:36]([F:39])([F:38])[F:37])=[CH:32][CH:31]=1)=[O:28].C([O-])([O-])=O.[K+].[K+].